This data is from TCR-epitope binding with 47,182 pairs between 192 epitopes and 23,139 TCRs. The task is: Binary Classification. Given a T-cell receptor sequence (or CDR3 region) and an epitope sequence, predict whether binding occurs between them. (1) The TCR CDR3 sequence is CASSPLAVGKETQYF. Result: 0 (the TCR does not bind to the epitope). The epitope is FTISVTTEIL. (2) The epitope is MLNIPSINV. The TCR CDR3 sequence is CASNKGRYSGANVLTF. Result: 1 (the TCR binds to the epitope). (3) The epitope is KMQRMLLEK. The TCR CDR3 sequence is CASSSTGTGGETQYF. Result: 0 (the TCR does not bind to the epitope). (4) Result: 0 (the TCR does not bind to the epitope). The epitope is GLNKIVRMY. The TCR CDR3 sequence is CASRSEGPTGWGANVLTF. (5) The TCR CDR3 sequence is CASSQRGGVYNSPLHF. The epitope is MPASWVMRI. Result: 0 (the TCR does not bind to the epitope).